Dataset: Forward reaction prediction with 1.9M reactions from USPTO patents (1976-2016). Task: Predict the product of the given reaction. (1) Given the reactants [CH3:1][C:2]1[CH:11]=[CH:10][C:5]([C:6](OC)=[O:7])=[CH:4][N:3]=1.[NH3:12], predict the reaction product. The product is: [CH3:1][C:2]1[CH:11]=[CH:10][C:5]([C:6]([NH2:12])=[O:7])=[CH:4][N:3]=1. (2) Given the reactants [CH2:1]([CH:3]1[N:12]([S:13]([C:16]2[CH:21]=[CH:20][C:19]([OH:22])=[C:18]([CH3:23])[CH:17]=2)(=[O:15])=[O:14])[C:11]2[C:6](=[CH:7][CH:8]=[C:9]([F:24])[CH:10]=2)[N:5]2[CH:25]=[CH:26][CH:27]=[C:4]12)[CH3:2].[Br:28]N1C(=O)CCC1=O, predict the reaction product. The product is: [Br:28][C:25]1[N:5]2[C:6]3[C:11]([N:12]([S:13]([C:16]4[CH:21]=[CH:20][C:19]([OH:22])=[C:18]([CH3:23])[CH:17]=4)(=[O:15])=[O:14])[CH:3]([CH2:1][CH3:2])[C:4]2=[CH:27][CH:26]=1)=[CH:10][C:9]([F:24])=[CH:8][CH:7]=3. (3) Given the reactants [Cl:1][C:2]1[N:10]=[CH:9][CH:8]=[CH:7][C:3]=1[C:4](Cl)=[O:5].[CH2:11]([O:13][C:14]([C:16]1[CH:20]=[CH:19][NH:18][CH:17]=1)=[O:15])[CH3:12].[Sn](Cl)(Cl)(Cl)Cl.Cl, predict the reaction product. The product is: [CH2:11]([O:13][C:14]([C:16]1[CH:20]=[C:19]([C:4]([C:3]2[C:2]([Cl:1])=[N:10][CH:9]=[CH:8][CH:7]=2)=[O:5])[NH:18][CH:17]=1)=[O:15])[CH3:12]. (4) Given the reactants [CH3:1][O:2][C:3]1[CH:4]=[N:5][CH:6]=[C:7]([O:9][CH3:10])[CH:8]=1.[Br:11]N1C(=O)CCC1=O, predict the reaction product. The product is: [Br:11][C:4]1[C:3]([O:2][CH3:1])=[CH:8][C:7]([O:9][CH3:10])=[CH:6][N:5]=1. (5) Given the reactants C[O:2][C:3](=[O:27])[C:4]1[CH:9]=[CH:8][C:7]([Cl:10])=[C:6]([NH:11][C:12]([C:14]2[C:15](=[O:26])[NH:16][C:17]3[C:22]([CH:23]=2)=[CH:21][N:20]=[C:19]([O:24][CH3:25])[CH:18]=3)=[O:13])[CH:5]=1.[OH-].[Na+].Cl, predict the reaction product. The product is: [Cl:10][C:7]1[CH:8]=[CH:9][C:4]([C:3]([OH:27])=[O:2])=[CH:5][C:6]=1[NH:11][C:12]([C:14]1[C:15](=[O:26])[NH:16][C:17]2[C:22]([CH:23]=1)=[CH:21][N:20]=[C:19]([O:24][CH3:25])[CH:18]=2)=[O:13]. (6) Given the reactants [S:1]1[CH:5]=[CH:4][CH:3]=[C:2]1[CH2:6][CH2:7][NH2:8].[CH3:9][O:10][C:11]1[CH:12]=[C:13]([CH2:25][C:26](O)=O)[CH:14]=[CH:15][C:16]=1[O:17][CH2:18][C:19]1[CH:24]=[CH:23][CH:22]=[CH:21][CH:20]=1.C[O:30]C1C=CC(OC)=CC=1CC(O)=O, predict the reaction product. The product is: [CH3:9][O:10][C:11]1[CH:12]=[C:13]([CH2:25][CH2:26][NH:8][C:7](=[O:30])[CH2:6][C:2]2[S:1][CH:5]=[CH:4][CH:3]=2)[CH:14]=[CH:15][C:16]=1[O:17][CH2:18][C:19]1[CH:20]=[CH:21][CH:22]=[CH:23][CH:24]=1. (7) Given the reactants [Cl:1][C:2]1[CH:7]=[CH:6][CH:5]=[CH:4][C:3]=1[S:8](Cl)(=[O:10])=[O:9].[N:12]1C=CC=CC=1.[NH2:18][C:19]1[CH:20]=[C:21]([N:28]2[CH2:33][CH2:32][CH:31](NC(=O)OC(C)(C)C)[CH2:30][CH2:29]2)[C:22]2[O:26][CH:25]=[CH:24][C:23]=2[CH:27]=1, predict the reaction product. The product is: [ClH:1].[NH2:12][CH:33]1[CH2:32][CH2:31][CH2:30][CH2:29][N:28]1[C:21]1[C:22]2[O:26][CH:25]=[CH:24][C:23]=2[CH:27]=[C:19]([NH:18][S:8]([C:3]2[CH:4]=[CH:5][CH:6]=[CH:7][C:2]=2[Cl:1])(=[O:10])=[O:9])[CH:20]=1. (8) Given the reactants [F:1][C:2]1[CH:3]=[N:4][C:5]([CH3:12])=[C:6]([CH:11]=1)[C:7]([O:9][CH3:10])=[O:8].ClC1C=C(C(OO)=[O:21])C=CC=1, predict the reaction product. The product is: [F:1][C:2]1[CH:3]=[N+:4]([O-:21])[C:5]([CH3:12])=[C:6]([CH:11]=1)[C:7]([O:9][CH3:10])=[O:8]. (9) The product is: [CH3:20][O:21][C:22]1[CH:27]=[CH:26][N:25]=[C:24]([CH2:28][CH2:29][C:30]2[NH:39][C:33]3=[N:34][CH:35]=[C:36]([C:9]4[CH:10]=[CH:11][C:6]([S:3]([N:2]([CH3:14])[CH3:1])(=[O:5])=[O:4])=[CH:7][C:8]=4[CH2:13][CH3:15])[CH:37]=[C:32]3[N:31]=2)[CH:23]=1. Given the reactants [CH3:1][N:2]([CH3:14])[S:3]([C:6]1[CH:11]=[CH:10][C:9](Br)=[C:8]([CH3:13])[CH:7]=1)(=[O:5])=[O:4].[C:15]([O-])(=O)C.[K+].[CH3:20][O:21][C:22]1[CH:27]=[CH:26][N:25]=[C:24]([CH2:28][CH2:29][C:30]2[NH:39][C:33]3=[N:34][CH:35]=[C:36](I)[CH:37]=[C:32]3[N:31]=2)[CH:23]=1.C(=O)([O-])[O-].[K+].[K+].[Cl-].[Li+], predict the reaction product.